From a dataset of Peptide-MHC class II binding affinity with 134,281 pairs from IEDB. Regression. Given a peptide amino acid sequence and an MHC pseudo amino acid sequence, predict their binding affinity value. This is MHC class II binding data. The peptide sequence is TLVPVVDGRSSYSNR. The MHC is DRB1_0101 with pseudo-sequence DRB1_0101. The binding affinity (normalized) is 0.381.